From a dataset of Reaction yield outcomes from USPTO patents with 853,638 reactions. Predict the reaction yield, written as a fraction of the theoretical maximum amount of product (1.0 means a 100% yield; for example, 0.34 means a 34% yield). The reactants are [N+:1]([C:4]1[CH:12]=[CH:11][CH:10]=[C:6]([C:7]([OH:9])=[O:8])[C:5]=1[C:13]([OH:15])=[O:14])([O-])=O.[H][H]. The catalyst is [Pd].C(O)C. The product is [NH2:1][C:4]1[CH:12]=[CH:11][CH:10]=[C:6]([C:7]([OH:9])=[O:8])[C:5]=1[C:13]([OH:15])=[O:14]. The yield is 0.840.